Task: Predict which catalyst facilitates the given reaction.. Dataset: Catalyst prediction with 721,799 reactions and 888 catalyst types from USPTO (1) Reactant: [Li]CCCC.C(NC(C)C)(C)C.[Br:13][C:14]1[CH:18]=[CH:17][S:16][C:15]=1[Cl:19].CN([CH:23]=[O:24])C. Product: [Br:13][C:14]1[CH:18]=[C:17]([CH:23]=[O:24])[S:16][C:15]=1[Cl:19]. The catalyst class is: 1. (2) Reactant: [CH3:1][O:2][CH2:3][O:4][C:5]1[C:6]([Br:25])=[C:7]([CH2:17][CH2:18][O:19][CH2:20][CH:21]([OH:24])[CH2:22][OH:23])[C:8]([CH2:15][CH3:16])=[C:9]([O:11][CH2:12][O:13][CH3:14])[CH:10]=1.CO[C:28](OC)([CH3:30])[CH3:29].O.C1(C)C=CC(S(O)(=O)=O)=CC=1. Product: [CH3:1][O:2][CH2:3][O:4][C:5]1[CH:10]=[C:9]([O:11][CH2:12][O:13][CH3:14])[C:8]([CH2:15][CH3:16])=[C:7]([CH2:17][CH2:18][O:19][CH2:20][CH:21]2[CH2:22][O:23][C:28]([CH3:30])([CH3:29])[O:24]2)[C:6]=1[Br:25]. The catalyst class is: 9. (3) Reactant: Br[C:2]1[CH:3]=[C:4]([CH:17]=[CH:18][CH:19]=1)[CH2:5][C:6]1[S:10][C:9]([C:11]([O:13][CH2:14][CH3:15])=[O:12])=[N:8][C:7]=1[CH3:16].[CH3:20][N:21]1[CH2:26][CH2:25][NH:24][CH2:23][CH2:22]1.C([O-])([O-])=O.[Cs+].[Cs+].C1(P(C2CCCCC2)C2C=CC=CC=2C2C(C(C)C)=CC(C(C)C)=CC=2C(C)C)CCCCC1. Product: [CH3:16][C:7]1[N:8]=[C:9]([C:11]([O:13][CH2:14][CH3:15])=[O:12])[S:10][C:6]=1[CH2:5][C:4]1[CH:17]=[CH:18][CH:19]=[C:2]([N:24]2[CH2:25][CH2:26][N:21]([CH3:20])[CH2:22][CH2:23]2)[CH:3]=1. The catalyst class is: 101. (4) Reactant: N[C:2]1[CH:3]=[C:4]([CH2:9][OH:10])[CH:5]=[CH:6][C:7]=1[F:8].S(=O)(=O)(O)O.N([O-])=O.[Na+].[I-:20].[K+]. Product: [F:8][C:7]1[CH:6]=[CH:5][C:4]([CH2:9][OH:10])=[CH:3][C:2]=1[I:20]. The catalyst class is: 6. (5) Reactant: Cl.[F:2][C:3]1[CH:4]=[C:5]([S:9]([C:12]2[CH:13]=[C:14]3[C:19](=[CH:20][CH:21]=2)[CH:18]([CH2:22][NH2:23])[CH2:17][CH2:16][CH2:15]3)(=[O:11])=[O:10])[CH:6]=[CH:7][CH:8]=1.ON1C2C=CC=CC=2N=N1.C(N(CC)CC)C.[O:41]=[C:42](C)[CH2:43][O:44][C:45](=[O:47])[CH3:46]. Product: [F:2][C:3]1[CH:4]=[C:5]([S:9]([C:12]2[CH:13]=[C:14]3[C:19](=[CH:20][CH:21]=2)[C@H:18]([CH2:22][NH:23][C:42]([CH2:43][O:44][C:45](=[O:47])[CH3:46])=[O:41])[CH2:17][CH2:16][CH2:15]3)(=[O:11])=[O:10])[CH:6]=[CH:7][CH:8]=1. The catalyst class is: 2. (6) Reactant: [Cl:1][C:2]1[CH:3]=[C:4]([C:12]2[O:16][N:15]=[C:14]([CH:17]=O)[CH:13]=2)[CH:5]=[CH:6][C:7]=1[O:8][CH:9]([CH3:11])[CH3:10].[NH2:19][C:20]1[CH:33]=[CH:32][C:23]([CH2:24][N:25]2[CH2:28][CH:27]([C:29]([OH:31])=[O:30])[CH2:26]2)=[CH:22][CH:21]=1.C(O)(=O)C.C([BH3-])#N. Product: [Cl:1][C:2]1[CH:3]=[C:4]([C:12]2[O:16][N:15]=[C:14]([CH2:17][NH:19][C:20]3[CH:21]=[CH:22][C:23]([CH2:24][N:25]4[CH2:26][CH:27]([C:29]([OH:31])=[O:30])[CH2:28]4)=[CH:32][CH:33]=3)[CH:13]=2)[CH:5]=[CH:6][C:7]=1[O:8][CH:9]([CH3:10])[CH3:11]. The catalyst class is: 5. (7) Reactant: Cl.[NH2:2][CH:3]1[CH2:7][N:6]([C:8]2[CH:13]=[CH:12][C:11]([O:14][CH2:15][C:16]3[CH:21]=[CH:20][CH:19]=[C:18]([F:22])[CH:17]=3)=[CH:10][CH:9]=2)[C:5](=[O:23])[CH2:4]1.C(N(CC)CC)C.[C:31](Cl)(=[O:33])[CH3:32].[OH-].[NH4+]. Product: [F:22][C:18]1[CH:17]=[C:16]([CH:21]=[CH:20][CH:19]=1)[CH2:15][O:14][C:11]1[CH:10]=[CH:9][C:8]([N:6]2[C:5](=[O:23])[CH2:4][CH:3]([NH:2][C:31](=[O:33])[CH3:32])[CH2:7]2)=[CH:13][CH:12]=1. The catalyst class is: 4.